Dataset: Full USPTO retrosynthesis dataset with 1.9M reactions from patents (1976-2016). Task: Predict the reactants needed to synthesize the given product. (1) Given the product [Cl:18][C:19]1[CH:20]=[CH:21][C:22]([C:25]2[CH:26]=[CH:27][C:28]([C:31]#[C:32][C:2]3[CH:3]=[CH:4][C:5]([O:10][CH2:11][CH2:12][N:13]4[CH2:17][CH2:16][CH2:15][CH2:14]4)=[C:6]([CH:9]=3)[C:7]#[N:8])=[N:29][CH:30]=2)=[CH:23][CH:24]=1, predict the reactants needed to synthesize it. The reactants are: I[C:2]1[CH:3]=[CH:4][C:5]([O:10][CH2:11][CH2:12][N:13]2[CH2:17][CH2:16][CH2:15][CH2:14]2)=[C:6]([CH:9]=1)[C:7]#[N:8].[Cl:18][C:19]1[CH:24]=[CH:23][C:22]([C:25]2[CH:26]=[CH:27][C:28]([C:31]#[CH:32])=[N:29][CH:30]=2)=[CH:21][CH:20]=1. (2) Given the product [I:1][C:2]1[CH:3]=[C:4]([CH2:8][S:9]([Cl:16])(=[O:12])=[O:10])[CH:5]=[CH:6][CH:7]=1, predict the reactants needed to synthesize it. The reactants are: [I:1][C:2]1[CH:3]=[C:4]([CH2:8][S:9]([O-:12])(=O)=[O:10])[CH:5]=[CH:6][CH:7]=1.[Na+].P(Cl)(Cl)([Cl:16])=O. (3) Given the product [CH2:1]([O:3][C:4](=[O:31])[CH2:5][S:6][C:7]1[N:15]([CH3:34])[C:14]2[C:9](=[N:10][C:11]([N:16]3[CH2:17][CH2:18][CH:19]([O:22][C:23]4[CH:28]=[C:27]([F:29])[CH:26]=[CH:25][C:24]=4[Br:30])[CH2:20][CH2:21]3)=[N:12][CH:13]=2)[N:8]=1)[CH3:2], predict the reactants needed to synthesize it. The reactants are: [CH2:1]([O:3][C:4](=[O:31])[CH2:5][S:6][C:7]1[NH:8][C:9]2[C:14]([N:15]=1)=[CH:13][N:12]=[C:11]([N:16]1[CH2:21][CH2:20][CH:19]([O:22][C:23]3[CH:28]=[C:27]([F:29])[CH:26]=[CH:25][C:24]=3[Br:30])[CH2:18][CH2:17]1)[N:10]=2)[CH3:2].IC.[C:34]([O-])([O-])=O.[K+].[K+].